This data is from Experimentally validated miRNA-target interactions with 360,000+ pairs, plus equal number of negative samples. The task is: Binary Classification. Given a miRNA mature sequence and a target amino acid sequence, predict their likelihood of interaction. (1) The miRNA is mmu-miR-3110-5p with sequence UUCUGCCUCCCCUGAAGGCUC. The protein sequence of the target gene is MDPTAPGSSVSSLPLLLVLALGLAILHCVVADGNTTRTPETNGSLCGAPGENCTGTTPRQKVKTHFSRCPKQYKHYCIHGRCRFVVDEQTPSCICEKGYFGARCERVDLFYLQQDRGQILVVCLIVVMVVFIILVIGVCTCCHPLRKHRKKKKEEKMETLDKDKTPISEDIQETNIA. Result: 1 (interaction). (2) The miRNA is rno-miR-18a-5p with sequence UAAGGUGCAUCUAGUGCAGAUAG. The protein sequence of the target gene is MAECPTLGEAVTDHPDRLWAWEKFVYLDEKQHAWLPLTIEIKDRLQLRVLLRREDVVLGRPMTPTQIGPSLLPIMWQLYPDGRYRSSDSSFWRLVYHIKIDGVEDMLLELLPDD. Result: 0 (no interaction). (3) The miRNA is mmu-miR-9-5p with sequence UCUUUGGUUAUCUAGCUGUAUGA. The protein sequence of the target gene is MARGKAKEEGSWKKFIWNSEKKEFLGRTGGSWFKILLFYVIFYGCLAGIFIGTIQVMLLTISELKPTYQDRVAPPGLTQIPQIQKTEISFRPNDPKSYEAYVLNIIRFLEKYKDSAQKDDMIFEDCGNVPSEPKERGDINHERGERKVCRFKLDWLGNCSGLNDDSYGYREGKPCIIIKLNRVLGFKPKPPKNESLETYPLMMKYNPNVLPVQCTGKRDEDKDKVGNIEYFGMGGYYGFPLQYYPYYGKLLQPKYLQPLLAVQFTNLTVDTEIRVECKAYGENIGYSEKDRFQGRFDVKI.... Result: 1 (interaction).